From a dataset of Forward reaction prediction with 1.9M reactions from USPTO patents (1976-2016). Predict the product of the given reaction. (1) The product is: [CH2:2]([O:3][CH2:4][CH:5]([CH2:7][OH:8])[OH:6])[CH2:9][CH2:25][CH2:24][CH2:23][CH2:22][CH2:21][CH2:20][CH2:19][CH2:18][CH2:17][CH2:16][CH2:15][CH2:14][CH2:13][CH3:12]. Given the reactants C[C:2]1([CH3:9])[O:6][CH:5]([CH2:7][OH:8])[CH2:4][O:3]1.[OH-].[K+].[CH2:12](Br)[CH2:13][CH2:14][CH2:15][CH2:16][CH2:17][CH2:18][CH2:19][CH2:20][CH2:21][CH2:22][CH2:23][CH2:24][CH2:25]CC, predict the reaction product. (2) Given the reactants [F:1][C:2]1[CH:16]=[C:15]2[C:5]([C:6]([OH:29])=[C:7]([C:18]([NH:20][CH2:21][C:22]([O:24]C(C)(C)C)=[O:23])=[O:19])[C:8](=[O:17])[C:9]32[CH2:14][CH2:13][O:12][CH2:11][CH2:10]3)=[CH:4][CH:3]=1.C(O)(C(F)(F)F)=O, predict the reaction product. The product is: [F:1][C:2]1[CH:16]=[C:15]2[C:5]([C:6]([OH:29])=[C:7]([C:18]([NH:20][CH2:21][C:22]([OH:24])=[O:23])=[O:19])[C:8](=[O:17])[C:9]32[CH2:14][CH2:13][O:12][CH2:11][CH2:10]3)=[CH:4][CH:3]=1. (3) Given the reactants C(Cl)(=O)C(Cl)=O.CS(C)=O.[OH:11][CH:12]([CH:14]([NH:21][C:22]([C:24]1[C:33]2[C:28](=[CH:29][CH:30]=[CH:31][CH:32]=2)[N:27]=[C:26]([C:34]2[CH:39]=[CH:38][CH:37]=[CH:36][CH:35]=2)[C:25]=1[CH3:40])=[O:23])[C:15]1[CH:20]=[CH:19][CH:18]=[CH:17][CH:16]=1)[CH3:13], predict the reaction product. The product is: [C:12]([CH:14]([NH:21][C:22]([C:24]1[C:33]2[C:28](=[CH:29][CH:30]=[CH:31][CH:32]=2)[N:27]=[C:26]([C:34]2[CH:39]=[CH:38][CH:37]=[CH:36][CH:35]=2)[C:25]=1[CH3:40])=[O:23])[C:15]1[CH:16]=[CH:17][CH:18]=[CH:19][CH:20]=1)(=[O:11])[CH3:13].